Binary Classification. Given a miRNA mature sequence and a target amino acid sequence, predict their likelihood of interaction. From a dataset of Experimentally validated miRNA-target interactions with 360,000+ pairs, plus equal number of negative samples. The miRNA is hsa-miR-3908 with sequence GAGCAAUGUAGGUAGACUGUUU. The protein sequence of the target gene is MASDEGKLFVGGLSFDTNEQSLEQVFSKYGQISEVVVVKDRETQRSRGFGFVTFENIDDAKDAMMAMNGKSVDGRQIRVDQAGKSSDNRSRGYRGGSAGGRGFFRGGRGRGRGFSRGGGDRGYGGNRFESRSGGYGGSRDYYSSRSQSGGYSDRSSGGSYRDSYDSYATHNE. Result: 0 (no interaction).